From a dataset of Peptide-MHC class I binding affinity with 185,985 pairs from IEDB/IMGT. Regression. Given a peptide amino acid sequence and an MHC pseudo amino acid sequence, predict their binding affinity value. This is MHC class I binding data. (1) The peptide sequence is ASPKGPVIQM. The MHC is Mamu-A01 with pseudo-sequence Mamu-A01. The binding affinity (normalized) is 0.749. (2) The peptide sequence is GYSQIGAGVY. The MHC is HLA-A30:02 with pseudo-sequence HLA-A30:02. The binding affinity (normalized) is 0.552. (3) The peptide sequence is RLKPVGSAY. The MHC is HLA-A02:02 with pseudo-sequence HLA-A02:02. The binding affinity (normalized) is 0.0100. (4) The peptide sequence is SLYMAISPK. The MHC is HLA-A31:01 with pseudo-sequence HLA-A31:01. The binding affinity (normalized) is 0.361. (5) The peptide sequence is FIVNTNVPR. The MHC is Mamu-B08 with pseudo-sequence Mamu-B08. The binding affinity (normalized) is 0.328. (6) The MHC is HLA-A26:01 with pseudo-sequence HLA-A26:01. The binding affinity (normalized) is 0. The peptide sequence is CLERWMLVA. (7) The peptide sequence is TPVEHGLVL. The MHC is HLA-B15:09 with pseudo-sequence HLA-B15:09. The binding affinity (normalized) is 0.406. (8) The peptide sequence is AITLVVISVI. The MHC is HLA-A02:06 with pseudo-sequence HLA-A02:06. The binding affinity (normalized) is 0.298.